The task is: Predict the reaction yield, written as a fraction of the theoretical maximum amount of product (1.0 means a 100% yield; for example, 0.34 means a 34% yield).. This data is from Reaction yield outcomes from USPTO patents with 853,638 reactions. The reactants are [CH3:1][C:2]1[CH:10]=[CH:9][CH:8]=[CH:7][C:3]=1[C:4]([OH:6])=[O:5].[Br:11]Br. The catalyst is [Fe].O. The product is [Br:11][C:8]1[CH:9]=[CH:10][C:2]([CH3:1])=[C:3]([CH:7]=1)[C:4]([OH:6])=[O:5]. The yield is 0.190.